This data is from Full USPTO retrosynthesis dataset with 1.9M reactions from patents (1976-2016). The task is: Predict the reactants needed to synthesize the given product. (1) The reactants are: [Cl-].O[NH3+:3].[C:4](=[O:7])([O-])[OH:5].[Na+].CS(C)=O.[F:13][C:14]1[CH:19]=[CH:18][C:17]([N:20]2[C:25](=[O:26])[C:24]([CH2:27][C:28]3[CH:33]=[CH:32][C:31]([C:34]4[C:35]([C:40]#[N:41])=[CH:36][CH:37]=[CH:38][CH:39]=4)=[CH:30][CH:29]=3)=[C:23]([CH2:42][CH2:43][CH3:44])[N:22]=[C:21]2[CH3:45])=[CH:16][CH:15]=1. Given the product [F:13][C:14]1[CH:15]=[CH:16][C:17]([N:20]2[C:25](=[O:26])[C:24]([CH2:27][C:28]3[CH:33]=[CH:32][C:31]([C:34]4[CH:39]=[CH:38][CH:37]=[CH:36][C:35]=4[C:40]4[NH:3][C:4](=[O:7])[O:5][N:41]=4)=[CH:30][CH:29]=3)=[C:23]([CH2:42][CH2:43][CH3:44])[N:22]=[C:21]2[CH3:45])=[CH:18][CH:19]=1, predict the reactants needed to synthesize it. (2) Given the product [CH3:51][C@H:41]1[CH2:42][N:43]([CH:47]2[CH2:50][O:49][CH2:48]2)[C@H:44]([CH3:46])[CH2:45][N:40]1[C:37]1[CH:38]=[CH:39][C:34]([NH:33][C:31]2[C:30](=[O:52])[N:29]([CH3:53])[CH:28]=[C:27]([C:7]3[C:6]([CH2:5][OH:4])=[C:11]([N:12]4[CH2:24][CH2:23][C:22]5[N:21]6[C:16]([CH2:17][CH2:18][CH2:19][CH2:20]6)=[CH:15][C:14]=5[C:13]4=[O:25])[CH:10]=[C:9]([F:26])[CH:8]=3)[CH:32]=2)=[N:35][CH:36]=1, predict the reactants needed to synthesize it. The reactants are: C([O:4][CH2:5][C:6]1[C:11]([N:12]2[CH2:24][CH2:23][C:22]3[N:21]4[C:16]([CH2:17][CH2:18][CH2:19][CH2:20]4)=[CH:15][C:14]=3[C:13]2=[O:25])=[CH:10][C:9]([F:26])=[CH:8][C:7]=1[C:27]1[CH:32]=[C:31]([NH:33][C:34]2[CH:39]=[CH:38][C:37]([N:40]3[CH2:45][C@@H:44]([CH3:46])[N:43]([CH:47]4[CH2:50][O:49][CH2:48]4)[CH2:42][C@@H:41]3[CH3:51])=[CH:36][N:35]=2)[C:30](=[O:52])[N:29]([CH3:53])[CH:28]=1)(=O)C.[OH-].[Li+]. (3) Given the product [F:38][C:39]1[CH:48]=[C:47]2[C:42]([C:43]([CH3:66])([CH3:67])[CH2:44][C:45]([OH:65])([C:61]([F:62])([F:64])[F:63])[CH:46]2[NH:49][C:50]2[CH:59]=[CH:58][CH:57]=[C:56]3[C:51]=2[CH:52]=[CH:53][NH:54][C:55]3=[O:60])=[C:41]([OH:68])[CH:40]=1, predict the reactants needed to synthesize it. The reactants are: FC1C=CC(C(C)(C)CC(O)(C(F)(F)F)C=O)=C(OC)C=1.NC1C=CC=C2C=1C=CNC2=O.B(Br)(Br)Br.[F:38][C:39]1[CH:48]=[C:47]2[C:42]([C:43]([CH3:67])([CH3:66])[CH2:44][C:45]([OH:65])([C:61]([F:64])([F:63])[F:62])[CH:46]2[NH:49][C:50]2[CH:59]=[CH:58][CH:57]=[C:56]3[C:51]=2[CH:52]=[CH:53][NH:54][C:55]3=[O:60])=[C:41]([O:68]C)[CH:40]=1.C1(=O)C2C(=CC=CC=2)C=CN1. (4) Given the product [C:13]1([S:19]([N:6]2[C:7]3=[N:8][CH:9]=[CH:10][C:2]([Br:1])=[C:3]3[CH:4]=[CH:5]2)(=[O:21])=[O:20])[CH:18]=[CH:17][CH:16]=[CH:15][CH:14]=1, predict the reactants needed to synthesize it. The reactants are: [Br:1][C:2]1[CH:10]=[CH:9][N:8]=[C:7]2[C:3]=1[CH:4]=[CH:5][NH:6]2.[H-].[Na+].[C:13]1([S:19](Cl)(=[O:21])=[O:20])[CH:18]=[CH:17][CH:16]=[CH:15][CH:14]=1. (5) Given the product [F:2][C:3]1[CH:8]=[CH:7][C:6]([NH:9][C:10]2[C:15]([NH:16][N:17]=[CH:32][C:30]3[O:31][C:27]([C:21]4[CH:22]=[CH:23][CH:24]=[CH:25][CH:26]=4)=[CH:28][CH:29]=3)=[N:14][C:13]3=[N:18][O:19][N:20]=[C:12]3[N:11]=2)=[CH:5][CH:4]=1, predict the reactants needed to synthesize it. The reactants are: Cl.[F:2][C:3]1[CH:8]=[CH:7][C:6]([NH:9][C:10]2[C:15]([NH:16][NH2:17])=[N:14][C:13]3=[N:18][O:19][N:20]=[C:12]3[N:11]=2)=[CH:5][CH:4]=1.[C:21]1([C:27]2[O:31][C:30]([CH:32]=O)=[CH:29][CH:28]=2)[CH:26]=[CH:25][CH:24]=[CH:23][CH:22]=1. (6) The reactants are: [Cl:1][C:2]1[CH:11]=[C:10]([CH3:12])[C:9]2[C:4](=[CH:5][C:6]([O:13]C)=[CH:7][CH:8]=2)[N:3]=1.O.[BrH:16]. Given the product [Cl:1][C:2]1[CH:11]=[C:10]([CH3:12])[C:9]2[C:4](=[CH:5][C:6]([OH:13])=[CH:7][CH:8]=2)[N:3]=1.[Br:16][C:2]1[CH:11]=[C:10]([CH3:12])[C:9]2[C:4](=[CH:5][C:6]([OH:13])=[CH:7][CH:8]=2)[N:3]=1, predict the reactants needed to synthesize it. (7) Given the product [NH2:32][C:4]1[S:3][C:2]([C:42]2[C:43]([CH3:47])=[CH:44][CH:45]=[CH:46][C:41]=2[F:40])=[N:6][C:5]=1[C:7]([NH:8][C:9]1[CH:10]=[N:11][N:12]([CH3:30])[C:13]=1[C@@H:14]1[CH2:20][CH2:19][C@@H:18]([NH2:21])[C@@H:17]([F:29])[CH2:16][O:15]1)=[O:31], predict the reactants needed to synthesize it. The reactants are: Br[C:2]1[S:3][C:4]([NH:32]C(=O)OC(C)(C)C)=[C:5]([C:7](=[O:31])[NH:8][C:9]2[CH:10]=[N:11][N:12]([CH3:30])[C:13]=2[C@@H:14]2[CH2:20][CH2:19][C@@H:18]([NH:21]C(OC(C)(C)C)=O)[C@@H:17]([F:29])[CH2:16][O:15]2)[N:6]=1.[F:40][C:41]1[CH:46]=[CH:45][CH:44]=[C:43]([CH3:47])[C:42]=1B(O)O. (8) Given the product [Cl:25][C:26](=[CH2:27])[CH2:28][N:4]([CH2:3][CH:2]([OH:1])[C:17]1[CH:18]=[CH:19][CH:20]=[CH:21][CH:22]=1)[S:5]([C:8]1[CH:9]=[CH:10][C:11]([N+:14]([O-:16])=[O:15])=[CH:12][CH:13]=1)(=[O:7])=[O:6], predict the reactants needed to synthesize it. The reactants are: [OH:1][CH:2]([C:17]1[CH:22]=[CH:21][CH:20]=[CH:19][CH:18]=1)[CH2:3][NH:4][S:5]([C:8]1[CH:13]=[CH:12][C:11]([N+:14]([O-:16])=[O:15])=[CH:10][CH:9]=1)(=[O:7])=[O:6].[H-].[Na+].[Cl:25][C:26]([CH2:28]Cl)=[CH2:27]. (9) Given the product [Cl:24][C:21]1[C:20]2[C:15](=[CH:16][CH:17]=[CH:18][CH:19]=2)[N:14]=[C:13]([C:5]2[CH:4]=[C:3]([O:2][CH3:1])[C:8]([O:9][CH3:10])=[C:7]([O:11][CH3:12])[CH:6]=2)[N:22]=1, predict the reactants needed to synthesize it. The reactants are: [CH3:1][O:2][C:3]1[CH:4]=[C:5]([C:13]2[N:22]=[C:21](O)[C:20]3[C:15](=[CH:16][CH:17]=[CH:18][CH:19]=3)[N:14]=2)[CH:6]=[C:7]([O:11][CH3:12])[C:8]=1[O:9][CH3:10].[Cl:24]CCl.C(Cl)(C(Cl)=O)=O.